Task: Predict the reaction yield, written as a fraction of the theoretical maximum amount of product (1.0 means a 100% yield; for example, 0.34 means a 34% yield).. Dataset: Reaction yield outcomes from USPTO patents with 853,638 reactions (1) The reactants are [Cl:1][C:2]1[CH:7]=[C:6]([OH:8])[CH:5]=[CH:4][C:3]=1[C:9]1[CH:14]=[CH:13][CH:12]=[C:11]([CH2:15][O:16][C:17]2[CH:22]=[CH:21][C:20]([C:23]3([CH2:27][C:28]([O:30][CH2:31][CH3:32])=[O:29])[CH2:26][O:25][CH2:24]3)=[CH:19][CH:18]=2)[CH:10]=1.CC1C=CC(S(O[CH2:44][C:45]2([CH3:49])[CH2:48][O:47][CH2:46]2)(=O)=O)=CC=1.C(=O)([O-])[O-].[Cs+].[Cs+]. The catalyst is CN(C=O)C. The product is [Cl:1][C:2]1[CH:7]=[C:6]([O:8][CH2:44][C:45]2([CH3:49])[CH2:48][O:47][CH2:46]2)[CH:5]=[CH:4][C:3]=1[C:9]1[CH:14]=[CH:13][CH:12]=[C:11]([CH2:15][O:16][C:17]2[CH:22]=[CH:21][C:20]([C:23]3([CH2:27][C:28]([O:30][CH2:31][CH3:32])=[O:29])[CH2:24][O:25][CH2:26]3)=[CH:19][CH:18]=2)[CH:10]=1. The yield is 0.920. (2) The reactants are [OH:1][C:2]1[CH:3]=[N:4][CH:5]=[CH:6][CH:7]=1.[H-].[Na+].Br[CH2:11][CH2:12][Cl:13].[Na+].[Cl-]. The catalyst is CN(C)C=O.O. The product is [Cl:13][CH2:12][CH2:11][O:1][C:2]1[CH:3]=[N:4][CH:5]=[CH:6][CH:7]=1. The yield is 0.144. (3) The reactants are [Cl:1][C:2]1[N:7]=[C:6]([N:8]([CH2:14][C:15]([F:23])([CH2:21][CH3:22])[C:16](OCC)=[O:17])[CH:9]2[CH2:13][CH2:12][CH2:11][CH2:10]2)[C:5]([N+:24]([O-])=O)=[CH:4][N:3]=1.Cl. The catalyst is C(O)(=O)C. The product is [Cl:1][C:2]1[N:3]=[CH:4][C:5]2[NH:24][C:16](=[O:17])[C:15]([CH2:21][CH3:22])([F:23])[CH2:14][N:8]([CH:9]3[CH2:13][CH2:12][CH2:11][CH2:10]3)[C:6]=2[N:7]=1. The yield is 0.480. (4) The product is [Cl:15][CH2:14][C:10]1[C:2]([CH3:1])=[CH:3][C:4]2[O:8][CH2:7][O:6][C:5]=2[CH:9]=1. The catalyst is [Br-].C([N+](CCCC)(CCCC)CCCC)CCC.CCOCC. The yield is 0.620. The reactants are [CH3:1][C:2]1[CH:10]=[CH:9][C:5]2[O:6][CH2:7][O:8][C:4]=2[CH:3]=1.C=O.Cl[CH2:14][Cl:15].Cl. (5) The reactants are [OH:1][C:2]1[CH:3]=[C:4]2[C:9](=[CH:10][CH:11]=1)[CH:8]=[C:7]([C:12]1[NH:13][C:14]3[C:19]([C:20]=1[CH2:21][CH2:22][CH2:23][CH2:24][CH3:25])=[CH:18][CH:17]=[CH:16][CH:15]=3)[CH:6]=[CH:5]2.CC([O-])=O.[K+].[Br:31]Br. The catalyst is CC(O)=O.O. The product is [Br:31][C:3]1[C:2]([OH:1])=[CH:11][CH:10]=[C:9]2[C:4]=1[CH:5]=[CH:6][C:7]([C:12]1[NH:13][C:14]3[C:19]([C:20]=1[CH2:21][CH2:22][CH2:23][CH2:24][CH3:25])=[CH:18][CH:17]=[CH:16][CH:15]=3)=[CH:8]2. The yield is 0.500. (6) The reactants are Br[CH2:2][C:3]1[C:11]2[C:10](=[O:12])[N:9]([CH2:13][CH2:14][C:15]([O:17][CH3:18])=[O:16])[C:8](=[O:19])[N:7]([CH3:20])[C:6]=2[S:5][C:4]=1[C:21]1[CH:26]=[CH:25][C:24]([Cl:27])=[CH:23][CH:22]=1.[Cl:28][C:29]1[CH:34]=[CH:33][C:32](B(O)O)=[CH:31][CH:30]=1.C([O-])([O-])=O.[Cs+].[Cs+]. The catalyst is C1(C)C=CC=CC=1. The product is [Cl:28][C:29]1[CH:34]=[CH:33][C:32]([CH2:2][C:3]2[C:11]3[C:10](=[O:12])[N:9]([CH2:13][CH2:14][C:15]([O:17][CH3:18])=[O:16])[C:8](=[O:19])[N:7]([CH3:20])[C:6]=3[S:5][C:4]=2[C:21]2[CH:26]=[CH:25][C:24]([Cl:27])=[CH:23][CH:22]=2)=[CH:31][CH:30]=1. The yield is 0.406. (7) The reactants are [NH2:1][C@H:2]1[CH2:8][CH:7]=[CH:6][C@@H:5]([C:9]2[CH:14]=[CH:13][CH:12]=[CH:11][CH:10]=2)[N:4]([CH2:15][C:16]2[CH:21]=[CH:20][CH:19]=[CH:18][CH:17]=2)[C:3]1=[O:22].[F:23][C:24]1[CH:25]=[C:26]([CH2:31][C:32]([NH:34][C@H:35]([C:37](O)=[O:38])[CH3:36])=[O:33])[CH:27]=[C:28]([F:30])[CH:29]=1.CCN=C=NCCCN(C)C.Cl.CN1CCOCC1. The catalyst is C(Cl)Cl. The product is [CH2:15]([N:4]1[C@H:5]([C:9]2[CH:14]=[CH:13][CH:12]=[CH:11][CH:10]=2)[CH:6]=[CH:7][CH2:8][C@H:2]([NH:1][C:37](=[O:38])[C@H:35]([CH3:36])[NH:34][C:32](=[O:33])[CH2:31][C:26]2[CH:27]=[C:28]([F:30])[CH:29]=[C:24]([F:23])[CH:25]=2)[C:3]1=[O:22])[C:16]1[CH:21]=[CH:20][CH:19]=[CH:18][CH:17]=1. The yield is 0.710.